This data is from NCI-60 drug combinations with 297,098 pairs across 59 cell lines. The task is: Regression. Given two drug SMILES strings and cell line genomic features, predict the synergy score measuring deviation from expected non-interaction effect. (1) Drug 1: COC1=CC(=CC(=C1O)OC)C2C3C(COC3=O)C(C4=CC5=C(C=C24)OCO5)OC6C(C(C7C(O6)COC(O7)C8=CC=CS8)O)O. Drug 2: CC1=C(C=C(C=C1)C(=O)NC2=CC(=CC(=C2)C(F)(F)F)N3C=C(N=C3)C)NC4=NC=CC(=N4)C5=CN=CC=C5. Cell line: SF-539. Synergy scores: CSS=35.7, Synergy_ZIP=-1.30, Synergy_Bliss=-1.78, Synergy_Loewe=-12.7, Synergy_HSA=-1.90. (2) Drug 1: CC1=C(C=C(C=C1)NC2=NC=CC(=N2)N(C)C3=CC4=NN(C(=C4C=C3)C)C)S(=O)(=O)N.Cl. Drug 2: CC1C(C(CC(O1)OC2CC(CC3=C2C(=C4C(=C3O)C(=O)C5=C(C4=O)C(=CC=C5)OC)O)(C(=O)CO)O)N)O.Cl. Cell line: M14. Synergy scores: CSS=74.7, Synergy_ZIP=8.48, Synergy_Bliss=9.28, Synergy_Loewe=12.1, Synergy_HSA=13.1. (3) Cell line: K-562. Drug 2: CNC(=O)C1=NC=CC(=C1)OC2=CC=C(C=C2)NC(=O)NC3=CC(=C(C=C3)Cl)C(F)(F)F. Drug 1: C1CCC(C1)C(CC#N)N2C=C(C=N2)C3=C4C=CNC4=NC=N3. Synergy scores: CSS=47.5, Synergy_ZIP=1.40, Synergy_Bliss=4.94, Synergy_Loewe=-3.43, Synergy_HSA=2.93. (4) Drug 1: CCC1(CC2CC(C3=C(CCN(C2)C1)C4=CC=CC=C4N3)(C5=C(C=C6C(=C5)C78CCN9C7C(C=CC9)(C(C(C8N6C=O)(C(=O)OC)O)OC(=O)C)CC)OC)C(=O)OC)O.OS(=O)(=O)O. Drug 2: C1C(C(OC1N2C=NC(=NC2=O)N)CO)O. Cell line: UACC62. Synergy scores: CSS=7.19, Synergy_ZIP=0.168, Synergy_Bliss=2.94, Synergy_Loewe=-1.66, Synergy_HSA=1.17. (5) Drug 1: CC12CCC(CC1=CCC3C2CCC4(C3CC=C4C5=CN=CC=C5)C)O. Drug 2: CC=C1C(=O)NC(C(=O)OC2CC(=O)NC(C(=O)NC(CSSCCC=C2)C(=O)N1)C(C)C)C(C)C. Cell line: HOP-92. Synergy scores: CSS=41.0, Synergy_ZIP=-1.75, Synergy_Bliss=-6.04, Synergy_Loewe=-53.5, Synergy_HSA=-5.56.